This data is from NCI-60 drug combinations with 297,098 pairs across 59 cell lines. The task is: Regression. Given two drug SMILES strings and cell line genomic features, predict the synergy score measuring deviation from expected non-interaction effect. (1) Drug 1: C1CCC(C1)C(CC#N)N2C=C(C=N2)C3=C4C=CNC4=NC=N3. Drug 2: CC(CN1CC(=O)NC(=O)C1)N2CC(=O)NC(=O)C2. Cell line: UACC-257. Synergy scores: CSS=0.200, Synergy_ZIP=-0.157, Synergy_Bliss=0.405, Synergy_Loewe=-2.58, Synergy_HSA=-2.45. (2) Drug 1: C1=CC(=CC=C1CCC2=CNC3=C2C(=O)NC(=N3)N)C(=O)NC(CCC(=O)O)C(=O)O. Drug 2: CC1=C(C(=O)C2=C(C1=O)N3CC4C(C3(C2COC(=O)N)OC)N4)N. Cell line: MALME-3M. Synergy scores: CSS=32.1, Synergy_ZIP=1.93, Synergy_Bliss=4.60, Synergy_Loewe=8.17, Synergy_HSA=8.61. (3) Drug 1: C1CCC(C1)C(CC#N)N2C=C(C=N2)C3=C4C=CNC4=NC=N3. Drug 2: COC1=NC(=NC2=C1N=CN2C3C(C(C(O3)CO)O)O)N. Cell line: SF-268. Synergy scores: CSS=-2.86, Synergy_ZIP=3.00, Synergy_Bliss=4.74, Synergy_Loewe=-0.669, Synergy_HSA=-0.634. (4) Drug 1: CC1=C(C(=CC=C1)Cl)NC(=O)C2=CN=C(S2)NC3=CC(=NC(=N3)C)N4CCN(CC4)CCO. Drug 2: C(CC(=O)O)C(=O)CN.Cl. Cell line: NCI-H522. Synergy scores: CSS=19.5, Synergy_ZIP=-6.91, Synergy_Bliss=3.61, Synergy_Loewe=1.51, Synergy_HSA=3.25. (5) Drug 2: C1CN1C2=NC(=NC(=N2)N3CC3)N4CC4. Drug 1: C1CC(C1)(C(=O)O)C(=O)O.[NH2-].[NH2-].[Pt+2]. Synergy scores: CSS=44.2, Synergy_ZIP=-1.30, Synergy_Bliss=0.792, Synergy_Loewe=-11.5, Synergy_HSA=3.29. Cell line: HCT116. (6) Drug 1: C1CN(P(=O)(OC1)NCCCl)CCCl. Drug 2: CC1C(C(CC(O1)OC2CC(CC3=C2C(=C4C(=C3O)C(=O)C5=C(C4=O)C(=CC=C5)OC)O)(C(=O)CO)O)N)O.Cl. Cell line: MALME-3M. Synergy scores: CSS=51.1, Synergy_ZIP=-2.39, Synergy_Bliss=-2.54, Synergy_Loewe=-13.2, Synergy_HSA=-0.865. (7) Drug 1: CC1=CC=C(C=C1)C2=CC(=NN2C3=CC=C(C=C3)S(=O)(=O)N)C(F)(F)F. Drug 2: CC1C(C(CC(O1)OC2CC(OC(C2O)C)OC3=CC4=CC5=C(C(=O)C(C(C5)C(C(=O)C(C(C)O)O)OC)OC6CC(C(C(O6)C)O)OC7CC(C(C(O7)C)O)OC8CC(C(C(O8)C)O)(C)O)C(=C4C(=C3C)O)O)O)O. Synergy scores: CSS=45.9, Synergy_ZIP=0.758, Synergy_Bliss=2.17, Synergy_Loewe=-7.26, Synergy_HSA=0.483. Cell line: SNB-19.